The task is: Predict the reaction yield, written as a fraction of the theoretical maximum amount of product (1.0 means a 100% yield; for example, 0.34 means a 34% yield).. This data is from Reaction yield outcomes from USPTO patents with 853,638 reactions. (1) The reactants are C([O-])(=O)C.[NH4+].[CH2:6]([C@H:13]1[N:18]([C:19](=[O:37])[CH2:20][CH2:21][C:22]2[CH:27]=[CH:26][CH:25]=[CH:24][C:23]=2[O:28][C:29]2[CH:34]=[CH:33][CH:32]=[CH:31][C:30]=2[CH:35]=O)[CH2:17][CH2:16][N:15]([C:38]([O:40][C:41]([CH3:44])([CH3:43])[CH3:42])=[O:39])[CH2:14]1)[C:7]1[CH:12]=[CH:11][CH:10]=[CH:9][CH:8]=1.[N+:45]([CH3:48])([O-:47])=[O:46]. The catalyst is ClCCl. The product is [CH2:6]([C@H:13]1[N:18]([C:19](=[O:37])[CH2:20][CH2:21][C:22]2[CH:27]=[CH:26][CH:25]=[CH:24][C:23]=2[O:28][C:29]2[CH:34]=[CH:33][CH:32]=[CH:31][C:30]=2/[CH:35]=[CH:48]/[N+:45]([O-:47])=[O:46])[CH2:17][CH2:16][N:15]([C:38]([O:40][C:41]([CH3:44])([CH3:43])[CH3:42])=[O:39])[CH2:14]1)[C:7]1[CH:12]=[CH:11][CH:10]=[CH:9][CH:8]=1. The yield is 1.00. (2) The reactants are [OH-].[Na+].[CH3:3][O:4][C:5](=[O:18])[C:6]1[CH:11]=[CH:10][C:9]([O:12]C(=O)C)=[CH:8][C:7]=1[O:16][CH3:17].Cl. The catalyst is C1COCC1.CO.O. The product is [CH3:3][O:4][C:5](=[O:18])[C:6]1[CH:11]=[CH:10][C:9]([OH:12])=[CH:8][C:7]=1[O:16][CH3:17]. The yield is 0.330. (3) The reactants are Cl[C:2]1[CH:3]=[N:4][C:5]2[C:10]([N:11]=1)=[CH:9][C:8]([C:12]([C:14]1[C:15]([F:35])=[C:16]([N:22](S(CCC)(=O)=O)[S:23]([CH2:26][CH2:27][CH3:28])(=[O:25])=[O:24])[CH:17]=[C:18]([F:21])[C:19]=1[F:20])=[O:13])=[CH:7][CH:6]=2.[CH3:36][C:37]1[NH:38][CH:39]=[CH:40][N:41]=1.C([O-])([O-])=O.[Cs+].[Cs+]. The catalyst is CN(C=O)C. The product is [F:35][C:15]1[C:14]([C:12]([C:8]2[CH:9]=[C:10]3[C:5](=[CH:6][CH:7]=2)[N:4]=[CH:3][C:2]([N:38]2[CH:39]=[CH:40][N:41]=[C:37]2[CH3:36])=[N:11]3)=[O:13])=[C:19]([F:20])[C:18]([F:21])=[CH:17][C:16]=1[NH:22][S:23]([CH2:26][CH2:27][CH3:28])(=[O:24])=[O:25]. The yield is 0.730. (4) The reactants are Cl[CH2:2][CH2:3][CH2:4][N:5]1[C:10]2[CH:11]=[C:12]([F:15])[CH:13]=[CH:14][C:9]=2[O:8][CH2:7][C:6]1=[O:16].C([O-])([O-])=O.[K+].[K+].[Na+].[I-].[CH2:25]([CH:29]1[CH2:34][CH2:33][NH:32][CH2:31][CH2:30]1)[CH2:26][CH2:27][CH3:28]. The catalyst is CCCCCCC.CCOC(C)=O. The product is [CH2:25]([CH:29]1[CH2:34][CH2:33][N:32]([CH2:2][CH2:3][CH2:4][N:5]2[C:10]3[CH:11]=[C:12]([F:15])[CH:13]=[CH:14][C:9]=3[O:8][CH2:7][C:6]2=[O:16])[CH2:31][CH2:30]1)[CH2:26][CH2:27][CH3:28]. The yield is 0.800. (5) The reactants are [CH3:1][C:2]1[CH:3]=[C:4]([N:8]2[N:12]=[N:11][C:10]([C@H:13]([OH:15])[CH3:14])=[N:9]2)[CH:5]=[CH:6][CH:7]=1.[CH3:16][N:17]1[C:21](S(C)(=O)=O)=[N:20][N:19]=[C:18]1[C:26]1[N:31]=[CH:30][CH:29]=[CH:28][N:27]=1.C(=O)([O-])[O-].[Cs+].[Cs+]. The catalyst is CN(C)C=O. The product is [CH3:16][N:17]1[C:21]([O:15][C@@H:13]([C:10]2[N:11]=[N:12][N:8]([C:4]3[CH:5]=[CH:6][CH:7]=[C:2]([CH3:1])[CH:3]=3)[N:9]=2)[CH3:14])=[N:20][N:19]=[C:18]1[C:26]1[N:31]=[CH:30][CH:29]=[CH:28][N:27]=1. The yield is 0.730.